This data is from NCI-60 drug combinations with 297,098 pairs across 59 cell lines. The task is: Regression. Given two drug SMILES strings and cell line genomic features, predict the synergy score measuring deviation from expected non-interaction effect. (1) Drug 1: CC1=CC=C(C=C1)C2=CC(=NN2C3=CC=C(C=C3)S(=O)(=O)N)C(F)(F)F. Drug 2: C1CN(CCN1C(=O)CCBr)C(=O)CCBr. Cell line: SN12C. Synergy scores: CSS=30.3, Synergy_ZIP=-0.788, Synergy_Bliss=6.65, Synergy_Loewe=6.85, Synergy_HSA=7.20. (2) Drug 1: C1=CC=C(C(=C1)C(C2=CC=C(C=C2)Cl)C(Cl)Cl)Cl. Drug 2: C1=NC2=C(N1)C(=S)N=CN2. Cell line: SK-MEL-5. Synergy scores: CSS=12.0, Synergy_ZIP=-1.28, Synergy_Bliss=1.61, Synergy_Loewe=-17.2, Synergy_HSA=1.59. (3) Drug 1: COC1=NC(=NC2=C1N=CN2C3C(C(C(O3)CO)O)O)N. Drug 2: CCC1(C2=C(COC1=O)C(=O)N3CC4=CC5=C(C=CC(=C5CN(C)C)O)N=C4C3=C2)O.Cl. Cell line: 786-0. Synergy scores: CSS=27.0, Synergy_ZIP=5.10, Synergy_Bliss=3.58, Synergy_Loewe=-46.7, Synergy_HSA=-1.48.